This data is from Reaction yield outcomes from USPTO patents with 853,638 reactions. The task is: Predict the reaction yield, written as a fraction of the theoretical maximum amount of product (1.0 means a 100% yield; for example, 0.34 means a 34% yield). The yield is 0.725. The reactants are [NH2:1][C:2]1[CH:24]=[CH:23][C:5]([O:6][C@H:7]2[CH2:12][CH2:11][CH2:10][N:9]([CH2:13][C:14]3[CH:22]=[CH:21][C:17]4[O:18][CH2:19][O:20][C:16]=4[CH:15]=3)[CH2:8]2)=[CH:4][CH:3]=1.[NH4+:25].[OH-].[CH2:27]=O.[CH:29]([CH:31]=O)=O. The product is [N:1]1([C:2]2[CH:3]=[CH:4][C:5]([O:6][C@H:7]3[CH2:12][CH2:11][CH2:10][N:9]([CH2:13][C:14]4[CH:22]=[CH:21][C:17]5[O:18][CH2:19][O:20][C:16]=5[CH:15]=4)[CH2:8]3)=[CH:23][CH:24]=2)[CH:31]=[CH:29][N:25]=[CH:27]1. The catalyst is CO.C1COCC1.O.